Dataset: NCI-60 drug combinations with 297,098 pairs across 59 cell lines. Task: Regression. Given two drug SMILES strings and cell line genomic features, predict the synergy score measuring deviation from expected non-interaction effect. Cell line: K-562. Drug 2: COCCOC1=C(C=C2C(=C1)C(=NC=N2)NC3=CC=CC(=C3)C#C)OCCOC.Cl. Synergy scores: CSS=3.31, Synergy_ZIP=0.323, Synergy_Bliss=1.54, Synergy_Loewe=1.64, Synergy_HSA=0.255. Drug 1: C1=CC=C(C(=C1)C(C2=CC=C(C=C2)Cl)C(Cl)Cl)Cl.